Dataset: NCI-60 drug combinations with 297,098 pairs across 59 cell lines. Task: Regression. Given two drug SMILES strings and cell line genomic features, predict the synergy score measuring deviation from expected non-interaction effect. (1) Drug 1: CCC1(C2=C(COC1=O)C(=O)N3CC4=CC5=C(C=CC(=C5CN(C)C)O)N=C4C3=C2)O.Cl. Drug 2: COCCOC1=C(C=C2C(=C1)C(=NC=N2)NC3=CC=CC(=C3)C#C)OCCOC.Cl. Cell line: OVCAR3. Synergy scores: CSS=18.4, Synergy_ZIP=-1.26, Synergy_Bliss=-0.888, Synergy_Loewe=-6.14, Synergy_HSA=-5.85. (2) Drug 1: C1CCN(CC1)CCOC2=CC=C(C=C2)C(=O)C3=C(SC4=C3C=CC(=C4)O)C5=CC=C(C=C5)O. Drug 2: CN(C)N=NC1=C(NC=N1)C(=O)N. Cell line: CCRF-CEM. Synergy scores: CSS=21.5, Synergy_ZIP=1.99, Synergy_Bliss=8.30, Synergy_Loewe=4.76, Synergy_HSA=5.38.